From a dataset of Forward reaction prediction with 1.9M reactions from USPTO patents (1976-2016). Predict the product of the given reaction. Given the reactants [CH2:1]([C:3]1[NH:4][C:5]2[CH:11]=[CH:10][CH:9]=[CH:8][C:6]=2[N:7]=1)[CH3:2].Cl[C:13]1[N:21]=[C:20]2[C:16]([N:17]=[C:18]([CH2:23][N:24]3[CH2:29][CH2:28][CH:27]([C:30]4([OH:34])[CH2:33][O:32][CH2:31]4)[CH2:26][CH2:25]3)[N:19]2[CH3:22])=[C:15]([N:35]2[CH2:40][CH2:39][O:38][CH2:37][CH2:36]2)[N:14]=1, predict the reaction product. The product is: [CH2:1]([C:3]1[N:4]([C:13]2[N:21]=[C:20]3[C:16]([N:17]=[C:18]([CH2:23][N:24]4[CH2:25][CH2:26][CH:27]([C:30]5([OH:34])[CH2:33][O:32][CH2:31]5)[CH2:28][CH2:29]4)[N:19]3[CH3:22])=[C:15]([N:35]3[CH2:40][CH2:39][O:38][CH2:37][CH2:36]3)[N:14]=2)[C:5]2[CH:11]=[CH:10][CH:9]=[CH:8][C:6]=2[N:7]=1)[CH3:2].